Dataset: Forward reaction prediction with 1.9M reactions from USPTO patents (1976-2016). Task: Predict the product of the given reaction. (1) Given the reactants C(OC([N:6]1[CH:11]2[CH2:12][CH2:13][CH:7]1[CH2:8][CH:9]([N:14]1[CH:18]=[C:17]([C:19]3[CH:20]=[N:21][C:22]([NH:34]C(OCC)=O)=[C:23]([C:25]4[S:26][C:27]5[CH:33]=[CH:32][CH:31]=[CH:30][C:28]=5[N:29]=4)[CH:24]=3)[CH:16]=[N:15]1)[CH2:10]2)=O)C.[OH-].[K+].O.NN.O, predict the reaction product. The product is: [CH:11]12[NH:6][CH:7]([CH2:13][CH2:12]1)[CH2:8][CH:9]([N:14]1[CH:18]=[C:17]([C:19]3[CH:24]=[C:23]([C:25]4[S:26][C:27]5[CH:33]=[CH:32][CH:31]=[CH:30][C:28]=5[N:29]=4)[C:22]([NH2:34])=[N:21][CH:20]=3)[CH:16]=[N:15]1)[CH2:10]2. (2) Given the reactants Br[C:2]1[CH:15]=[CH:14][C:5]2[S:6][C:7]3[CH:12]=[CH:11][C:10]([Br:13])=[CH:9][C:8]=3[C:4]=2[CH:3]=1.[C:16]1([C:22]2[CH:23]=[C:24](B(O)O)[CH:25]=[C:26]([C:28]3[CH:33]=[CH:32][CH:31]=[CH:30][CH:29]=3)[CH:27]=2)[CH:21]=[CH:20][CH:19]=[CH:18][CH:17]=1.C([O-])([O-])=O.[Na+].[Na+], predict the reaction product. The product is: [Br:13][C:10]1[CH:11]=[CH:12][C:7]2[S:6][C:5]3[CH:14]=[CH:15][C:2]([C:24]4[CH:23]=[C:22]([C:16]5[CH:21]=[CH:20][CH:19]=[CH:18][CH:17]=5)[CH:27]=[C:26]([C:28]5[CH:33]=[CH:32][CH:31]=[CH:30][CH:29]=5)[CH:25]=4)=[CH:3][C:4]=3[C:8]=2[CH:9]=1. (3) Given the reactants [NH2:1][C:2]1[N:7]=[C:6]([NH:8][C@@H:9]([CH2:13][CH2:14][CH2:15][CH3:16])[CH2:10][CH2:11][OH:12])[C:5]([C:17]#[C:18][CH2:19][NH:20][C:21](=[O:27])[O:22][C:23]([CH3:26])([CH3:25])[CH3:24])=[C:4]([CH3:28])[N:3]=1, predict the reaction product. The product is: [NH2:1][C:2]1[N:7]=[C:6]([NH:8][C@@H:9]([CH2:13][CH2:14][CH2:15][CH3:16])[CH2:10][CH2:11][OH:12])[C:5]([CH2:17][CH2:18][CH2:19][NH:20][C:21](=[O:27])[O:22][C:23]([CH3:26])([CH3:25])[CH3:24])=[C:4]([CH3:28])[N:3]=1. (4) Given the reactants [Cl:1][C:2]1[N:10]=[C:9](Cl)[CH:8]=[CH:7][C:3]=1[C:4]([OH:6])=[O:5].C[C:13](C)([O-:15])C.[K+], predict the reaction product. The product is: [Cl:1][C:2]1[N:10]=[C:9]([O:15][CH3:13])[CH:8]=[CH:7][C:3]=1[C:4]([OH:6])=[O:5]. (5) Given the reactants [CH3:1][C@:2]12[C@@:19]3([CH3:20])[CH:10]([C@:11]4([CH3:31])[C@@H:16]([CH2:17][CH2:18]3)[C:15]([CH3:22])([CH3:21])[C:14](OS(C(F)(F)F)(=O)=O)=[CH:13][CH2:12]4)[CH2:9][CH2:8][C@@H:7]1[C@H:6]1[C@H:32]([C:35]([CH3:37])=[CH2:36])[CH2:33][CH2:34][C@:5]1(C(OCC1C=CC=CC=1)=O)[CH2:4][CH2:3]2.B([C:51]1[CH:56]=[CH:55][C:54]([CH2:57][CH2:58][C:59]([OH:61])=[O:60])=[CH:53][CH:52]=1)(O)O.[C:62](=[O:65])([O-:64])[O-].[Na+].[Na+], predict the reaction product. The product is: [CH2:1]([O:64][C:62]([C@:5]12[CH2:34][CH2:33][C@@H:32]([C:35]([CH3:37])=[CH2:36])[C@@H:6]1[C@@H:7]1[C@@:2]([CH3:1])([CH2:3][CH2:4]2)[C@@:19]2([CH3:20])[CH:10]([C@:11]3([CH3:31])[C@@H:16]([CH2:17][CH2:18]2)[C:15]([CH3:22])([CH3:21])[C:14]([C:51]2[CH:56]=[CH:55][C:54]([CH2:57][CH2:58][C:59]([OH:61])=[O:60])=[CH:53][CH:52]=2)=[CH:13][CH2:12]3)[CH2:9][CH2:8]1)=[O:65])[C:2]1[CH:7]=[CH:6][CH:5]=[CH:4][CH:3]=1. (6) Given the reactants I[CH2:2][C@@H:3]1[CH2:12][C:11]2[C:6](=[CH:7][CH:8]=[CH:9][CH:10]=2)[C:5](=[O:13])[NH:4]1.[CH2:14]([O:21][C:22]1[CH:27]=[C:26](I)[CH:25]=[CH:24][C:23]=1[N:29]1[S:33](=[O:35])(=[O:34])[N:32]([CH2:36][CH2:37][Si:38]([CH3:41])([CH3:40])[CH3:39])[C:31](=[O:42])[CH2:30]1)[C:15]1[CH:20]=[CH:19][CH:18]=[CH:17][CH:16]=1, predict the reaction product. The product is: [CH2:14]([O:21][C:22]1[CH:27]=[C:26]([CH:25]=[CH:24][C:23]=1[N:29]1[CH2:30][C:31](=[O:42])[N:32]([CH2:36][CH2:37][Si:38]([CH3:39])([CH3:40])[CH3:41])[S:33]1(=[O:34])=[O:35])[CH2:2][C@@H:3]1[CH2:12][C:11]2[C:6](=[CH:7][CH:8]=[CH:9][CH:10]=2)[C:5](=[O:13])[NH:4]1)[C:15]1[CH:20]=[CH:19][CH:18]=[CH:17][CH:16]=1. (7) The product is: [Br:1][C:2]1[CH:3]=[C:4]2[C:10]([C:30]3[C:29]([CH3:41])=[N:28][N:27]([CH2:26][C:25]4[CH:42]=[CH:43][CH:44]=[C:23]([F:22])[CH:24]=4)[CH:31]=3)=[CH:9][N:8]([S:12]([C:15]3[CH:21]=[CH:20][C:18]([CH3:19])=[CH:17][CH:16]=3)(=[O:14])=[O:13])[C:5]2=[N:6][CH:7]=1. Given the reactants [Br:1][C:2]1[CH:3]=[C:4]2[C:10](I)=[CH:9][N:8]([S:12]([C:15]3[CH:21]=[CH:20][C:18]([CH3:19])=[CH:17][CH:16]=3)(=[O:14])=[O:13])[C:5]2=[N:6][CH:7]=1.[F:22][C:23]1[CH:24]=[C:25]([CH:42]=[CH:43][CH:44]=1)[CH2:26][N:27]1[CH:31]=[C:30](C2OC(C)(C)C(C)(C)O2)[C:29]([CH3:41])=[N:28]1.C(=O)([O-])[O-].[Na+].[Na+], predict the reaction product.